From a dataset of Full USPTO retrosynthesis dataset with 1.9M reactions from patents (1976-2016). Predict the reactants needed to synthesize the given product. (1) Given the product [CH3:1][O:2][C:3]1[C:8]2[NH:9][C:10]([C:12]3[S:13][CH:14]=[CH:15][CH:16]=3)=[N:11][C:7]=2[CH:6]=[C:5]([C:17]([OH:19])=[O:18])[CH:4]=1, predict the reactants needed to synthesize it. The reactants are: [CH3:1][O:2][C:3]1[C:8]2[NH:9][C:10]([C:12]3[S:13][CH:14]=[CH:15][CH:16]=3)=[N:11][C:7]=2[CH:6]=[C:5]([C:17]([O:19]C)=[O:18])[CH:4]=1.[OH-].[Na+]. (2) Given the product [Br:1][C:2]1[CH:11]=[C:10]2[C:5]([CH:6]=[C:7]([CH3:26])[C:8]([CH:19]([OH:25])[C:20]([O:22][CH2:23][CH3:24])=[O:21])=[C:9]2[C:12]2[CH:13]=[CH:14][C:15]([Cl:18])=[CH:16][CH:17]=2)=[CH:4][CH:3]=1, predict the reactants needed to synthesize it. The reactants are: [Br:1][C:2]1[CH:11]=[C:10]2[C:5]([CH:6]=[C:7]([CH3:26])[C:8]([C:19](=[O:25])[C:20]([O:22][CH2:23][CH3:24])=[O:21])=[C:9]2[C:12]2[CH:17]=[CH:16][C:15]([Cl:18])=[CH:14][CH:13]=2)=[CH:4][CH:3]=1.B1(C)OC(C2C=CC=CC=2)(C2C=CC=CC=2)[C@@H]2N1CCC2.[B]1OC2C(=CC=CC=2)O1. (3) Given the product [Cl:8][C:4]1[N:3]=[C:2]([NH:1][C:19](=[O:20])[O:21][C:22]([CH3:25])([CH3:24])[CH3:23])[CH:7]=[CH:6][CH:5]=1, predict the reactants needed to synthesize it. The reactants are: [NH2:1][C:2]1[CH:7]=[CH:6][CH:5]=[C:4]([Cl:8])[N:3]=1.C[Si](C)(C)[N-][Si](C)(C)C.[Na+].[C:19](O[C:19]([O:21][C:22]([CH3:25])([CH3:24])[CH3:23])=[O:20])([O:21][C:22]([CH3:25])([CH3:24])[CH3:23])=[O:20]. (4) Given the product [Br:75][C:76]1[CH:81]=[C:80]([C@@H:82]([NH:2][C:1](=[O:8])[O:3][C:4]([CH3:7])([CH3:6])[CH3:5])[C@H:83]([OH:12])[C:84]2[CH:85]=[CH:86][CH:87]=[CH:88][CH:89]=2)[CH:79]=[CH:78][N:77]=1, predict the reactants needed to synthesize it. The reactants are: [C:1](=[O:8])([O:3][C:4]([CH3:7])([CH3:6])[CH3:5])[NH2:2].[OH-].[Na+].Cl[O:12]C(C)(C)C.CC[C@@H]1[C@@H]2C[C@H]([C@@H](OC3C4C(=CC=CC=4)C(O[C@@H](C4C=CN=C5C=4C=C(OC)C=C5)[C@@H]4N5C[C@H](CC)[C@@H](CC5)C4)=NN=3)C3C=CN=C4C=3C=C(OC)C=C4)N(CC2)C1.[Br:75][C:76]1[CH:81]=[C:80](/[CH:82]=[CH:83]/[C:84]2[CH:89]=[CH:88][CH:87]=[CH:86][CH:85]=2)[CH:79]=[CH:78][N:77]=1. (5) Given the product [OH:57][C@@H:58]([C@@H:69]([NH:77][C:10](=[O:12])[C@H:6]([CH:7]([CH3:8])[CH3:9])[NH:5][C:3]([O:2][CH3:1])=[O:4])[CH2:70][C:71]1[CH:72]=[CH:73][CH:74]=[CH:75][CH:76]=1)[CH2:59][N:60]([CH2:62][CH:63]1[CH2:64][CH2:65][CH2:66][CH2:67][CH2:68]1)[NH:61][C:55](=[O:54])[C@H:56]([CH:23]([CH3:28])[CH3:24])[NH:51][C:52]([O:82][CH3:81])=[O:49], predict the reactants needed to synthesize it. The reactants are: [CH3:1][O:2][C:3]([NH:5][C@H:6]([C:10]([OH:12])=O)[CH:7]([CH3:9])[CH3:8])=[O:4].F[P-](F)(F)(F)(F)F.N1(O[P+](N(C)C)(N(C)C)N(C)C)[C:24]2C=CC=[CH:28][C:23]=2N=N1.C1C=CC2N([OH:49])N=NC=2C=1.C[N:51]1[CH2:56][CH2:55][O:54]C[CH2:52]1.[OH:57][C@@H:58]([C@@H:69]([NH2:77])[CH2:70][C:71]1[CH:76]=[CH:75][CH:74]=[CH:73][CH:72]=1)[CH2:59][N:60]([CH2:62][CH:63]1[CH2:68][CH2:67][CH2:66][CH2:65][CH2:64]1)[NH2:61].CN([CH:81]=[O:82])C.